This data is from Forward reaction prediction with 1.9M reactions from USPTO patents (1976-2016). The task is: Predict the product of the given reaction. Given the reactants Cl.CN(C)CCCN=C=NCC.[CH3:13][C:14]1([CH3:33])[C:22]2[C:17](=[CH:18][C:19]([CH3:32])=[C:20]([O:23][C:24]3[S:25][CH:26]=[C:27]([C:29](O)=[O:30])[N:28]=3)[CH:21]=2)[CH2:16][CH2:15]1.[C:34]([O:38][C:39]([N:41]1[CH2:45][CH2:44][CH2:43][CH:42]1[CH2:46][NH:47][C:48]1[N:53]=[C:52]([O:54][CH3:55])[C:51]([N+:56]([O-])=O)=[C:50]([O:59][CH3:60])[N:49]=1)=[O:40])([CH3:37])([CH3:36])[CH3:35].OC1C2N=NNC=2C=CC=1.C(N(CC)CC)C, predict the reaction product. The product is: [C:34]([O:38][C:39]([N:41]1[CH2:45][CH2:44][CH2:43][CH:42]1[CH2:46][NH:47][C:48]1[N:53]=[C:52]([O:54][CH3:55])[C:51]([NH:56][C:29]([C:27]2[N:28]=[C:24]([O:23][C:20]3[CH:21]=[C:22]4[C:17](=[CH:18][C:19]=3[CH3:32])[CH2:16][CH2:15][C:14]4([CH3:13])[CH3:33])[S:25][CH:26]=2)=[O:30])=[C:50]([O:59][CH3:60])[N:49]=1)=[O:40])([CH3:37])([CH3:36])[CH3:35].